From a dataset of Peptide-MHC class II binding affinity with 134,281 pairs from IEDB. Regression. Given a peptide amino acid sequence and an MHC pseudo amino acid sequence, predict their binding affinity value. This is MHC class II binding data. (1) The peptide sequence is SGTVDFDEFMEMMTG. The MHC is HLA-DQA10102-DQB10502 with pseudo-sequence HLA-DQA10102-DQB10502. The binding affinity (normalized) is 0.388. (2) The peptide sequence is GAMVATNFFGINTIP. The MHC is HLA-DQA10101-DQB10501 with pseudo-sequence HLA-DQA10101-DQB10501. The binding affinity (normalized) is 0.660.